From a dataset of Buchwald-Hartwig C-N cross coupling reaction yields with 55,370 reactions. Predict the reaction yield, written as a fraction of the theoretical maximum amount of product (1.0 means a 100% yield; for example, 0.34 means a 34% yield). (1) The reactants are Brc1cccnc1.Cc1ccc(N)cc1.O=S(=O)(O[Pd]1c2ccccc2-c2ccccc2N~1)C(F)(F)F.CC(C)c1cc(C(C)C)c(-c2ccccc2P(C2CCCCC2)C2CCCCC2)c(C(C)C)c1.CCN=P(N=P(N(C)C)(N(C)C)N(C)C)(N(C)C)N(C)C.c1ccc(-c2cnoc2)cc1. No catalyst specified. The product is Cc1ccc(Nc2cccnc2)cc1. The yield is 0.645. (2) The reactants are Clc1cccnc1.Cc1ccc(N)cc1.O=S(=O)(O[Pd]1c2ccccc2-c2ccccc2N~1)C(F)(F)F.COc1ccc(OC)c(P(C(C)(C)C)C(C)(C)C)c1-c1c(C(C)C)cc(C(C)C)cc1C(C)C.CCN=P(N=P(N(C)C)(N(C)C)N(C)C)(N(C)C)N(C)C.c1ccc(-c2ccon2)cc1. No catalyst specified. The product is Cc1ccc(Nc2cccnc2)cc1. The yield is 0.0616.